Dataset: NCI-60 drug combinations with 297,098 pairs across 59 cell lines. Task: Regression. Given two drug SMILES strings and cell line genomic features, predict the synergy score measuring deviation from expected non-interaction effect. Drug 1: CC1=C2C(C(=O)C3(C(CC4C(C3C(C(C2(C)C)(CC1OC(=O)C(C(C5=CC=CC=C5)NC(=O)C6=CC=CC=C6)O)O)OC(=O)C7=CC=CC=C7)(CO4)OC(=O)C)O)C)OC(=O)C. Drug 2: CC1CCC2CC(C(=CC=CC=CC(CC(C(=O)C(C(C(=CC(C(=O)CC(OC(=O)C3CCCCN3C(=O)C(=O)C1(O2)O)C(C)CC4CCC(C(C4)OC)OCCO)C)C)O)OC)C)C)C)OC. Cell line: UACC-257. Synergy scores: CSS=21.1, Synergy_ZIP=-3.51, Synergy_Bliss=2.91, Synergy_Loewe=1.65, Synergy_HSA=2.17.